This data is from Catalyst prediction with 721,799 reactions and 888 catalyst types from USPTO. The task is: Predict which catalyst facilitates the given reaction. (1) The catalyst class is: 840. Reactant: [CH3:1][C:2]([OH:9])([CH2:6][CH2:7][OH:8])[CH2:3][CH2:4][OH:5].[C:10](O[C:10](=[O:17])[C:11]1[CH:16]=[CH:15][CH:14]=[CH:13][CH:12]=1)(=[O:17])[C:11]1[CH:16]=[CH:15][CH:14]=[CH:13][CH:12]=1.N1C=CC=CC=1. Product: [C:10]([O:5][CH2:4][CH2:3][C:2]([OH:9])([CH3:1])[CH2:6][CH2:7][OH:8])(=[O:17])[C:11]1[CH:16]=[CH:15][CH:14]=[CH:13][CH:12]=1. (2) Reactant: [I-].[CH3:2][C:3]1[N:10]2[C:6](=[N+:7]([CH3:19])[C:8]3[CH:14]=[CH:13][C:12]([C:15]([F:18])([F:17])[F:16])=[CH:11][C:9]=32)[S:5][CH:4]=1.[CH3:20][O-:21].[Na+]. Product: [CH3:19][N:7]1[C:8]2[CH:14]=[CH:13][C:12]([C:15]([F:16])([F:18])[F:17])=[CH:11][C:9]=2[N:10](/[C:3](/[CH3:2])=[CH:4]\[S:5][CH3:6])[C:20]1=[O:21]. The catalyst class is: 5. (3) Reactant: [CH2:1]([O:5][C:6]1[CH:11]=[CH:10][CH:9]=[CH:8][C:7]=1[C:12](=O)/[CH:13]=[CH:14]/[C:15]1[CH:16]=[C:17]2[C:21](=[CH:22][CH:23]=1)[NH:20][N:19]=[C:18]2[CH3:24])[CH:2]([CH3:4])[CH3:3].N1([CH2:35][C:36]([NH2:38])=[O:37])C2C=CC=CC=2N=N1.[OH-].[Na+]. Product: [CH3:24][C:18]1[C:17]2[C:21](=[CH:22][CH:23]=[C:15]([C:14]3[CH:13]=[C:12]([C:7]4[CH:8]=[CH:9][CH:10]=[CH:11][C:6]=4[O:5][CH2:1][CH:2]([CH3:4])[CH3:3])[NH:38][C:36](=[O:37])[CH:35]=3)[CH:16]=2)[NH:20][N:19]=1. The catalyst class is: 14.